Dataset: Serine/threonine kinase 33 screen with 319,792 compounds. Task: Binary Classification. Given a drug SMILES string, predict its activity (active/inactive) in a high-throughput screening assay against a specified biological target. (1) The drug is S(CC(=O)Nc1ccc(OCC)cc1)c1oc(nn1)CNC(=O)c1occc1. The result is 0 (inactive). (2) The drug is S(=O)(=O)(c1cc2c(NC(=O)C2)cc1)CC(OC)=O. The result is 0 (inactive). (3) The compound is O1c2cc(c3nn(cc3CN3C4CC5CC(CC(C5)C3)C4)C)ccc2OCC1. The result is 0 (inactive).